From a dataset of Forward reaction prediction with 1.9M reactions from USPTO patents (1976-2016). Predict the product of the given reaction. (1) Given the reactants [CH:1]([O-:3])=[O:2].[Na+].CN1[C:11](=[O:12])N(C)CCC1.Cl[CH2:15][Si:16]([O:21][CH3:22])([O:19][CH3:20])[O:17][CH3:18], predict the reaction product. The product is: [CH:1]([O:3][CH2:15][Si:16]([O:21][CH3:22])([O:19][CH3:20])[O:17][CH3:18])=[O:2].[CH:1]([O:12][CH3:11])=[O:2].[CH3:18][O:17][Si:16]([O:3][CH3:1])([O:21][CH3:22])[O:19][CH3:20]. (2) Given the reactants [CH2:1]([O:8][C:9]([N:11]1[CH2:16][CH2:15][CH2:14][CH2:13][C:12]1=O)=[O:10])[C:2]1[CH:7]=[CH:6][CH:5]=[CH:4][CH:3]=1.[ClH:18].[CH2:19]([NH2:26])[C:20]1[CH:25]=[CH:24][CH:23]=[CH:22][CH:21]=1.[C-:27]#[N:28].[K+], predict the reaction product. The product is: [ClH:18].[CH2:19]([NH:26][C:14]1([C:27]#[N:28])[CH2:15][CH2:16][N:11]([C:9]([O:8][CH2:1][C:2]2[CH:7]=[CH:6][CH:5]=[CH:4][CH:3]=2)=[O:10])[CH2:12][CH2:13]1)[C:20]1[CH:25]=[CH:24][CH:23]=[CH:22][CH:21]=1. (3) Given the reactants [Cl:1][C:2]1[CH:7]=[CH:6][CH:5]=[C:4]([F:8])[C:3]=1[NH:9][C:10]1[NH:11][C:12]2[C:18]3[CH2:19][C:20]([CH3:23])([CH3:22])[O:21][C:17]=3[C:16]([C:24](O)=[O:25])=[CH:15][C:13]=2[N:14]=1.S(Cl)(Cl)=O.[CH:31]1([C:34]2[CH:40]=[CH:39][C:37]([NH2:38])=[CH:36][CH:35]=2)[CH2:33][CH2:32]1.CCN(C(C)C)C(C)C, predict the reaction product. The product is: [Cl:1][C:2]1[CH:7]=[CH:6][CH:5]=[C:4]([F:8])[C:3]=1[NH:9][C:10]1[NH:11][C:12]2[C:18]3[CH2:19][C:20]([CH3:23])([CH3:22])[O:21][C:17]=3[C:16]([C:24]([NH:38][C:37]3[CH:39]=[CH:40][C:34]([CH:31]4[CH2:33][CH2:32]4)=[CH:35][CH:36]=3)=[O:25])=[CH:15][C:13]=2[N:14]=1. (4) The product is: [CH:17]1([N:5]2[C:4]3[N:3]=[C:2]([NH2:23])[N:11]=[CH:10][C:9]=3[N:8]3[CH:12]=[N:13][N:14]=[C:7]3[C@H:6]2[CH2:15][CH3:16])[CH2:21][CH2:20][CH2:19][CH2:18]1. Given the reactants Cl[C:2]1[N:11]=[CH:10][C:9]2[N:8]3[CH:12]=[N:13][N:14]=[C:7]3[C@@H:6]([CH2:15][CH3:16])[N:5]([CH:17]3[CH2:21][CH2:20][CH2:19][CH2:18]3)[C:4]=2[N:3]=1.[OH-].[NH4+:23], predict the reaction product. (5) Given the reactants [Cl:1][C:2]1[CH:3]=[CH:4][C:5]2[N:11]3[C:12]([C:15]([F:18])([F:17])[F:16])=[N:13][N:14]=[C:10]3[CH:9]([CH2:19][C:20]3[O:21][C:22]([CH2:25][CH2:26][C:27]([O:29]C)=[O:28])=[CH:23][N:24]=3)[CH2:8][CH:7]([C:31]3[CH:36]=[CH:35][CH:34]=[C:33]([O:37][CH3:38])[C:32]=3[O:39][CH3:40])[C:6]=2[CH:41]=1.C(=O)([O-])[O-].[K+].[K+].Cl, predict the reaction product. The product is: [Cl:1][C:2]1[CH:3]=[CH:4][C:5]2[N:11]3[C:12]([C:15]([F:17])([F:16])[F:18])=[N:13][N:14]=[C:10]3[CH:9]([CH2:19][C:20]3[O:21][C:22]([CH2:25][CH2:26][C:27]([OH:29])=[O:28])=[CH:23][N:24]=3)[CH2:8][CH:7]([C:31]3[CH:36]=[CH:35][CH:34]=[C:33]([O:37][CH3:38])[C:32]=3[O:39][CH3:40])[C:6]=2[CH:41]=1. (6) Given the reactants [NH2:1][C:2]1[C:11]2[C:6](=[C:7]([NH2:12])[CH:8]=[CH:9][CH:10]=2)[CH:5]=[CH:4][CH:3]=1.[C:13]([OH:23])(=O)[CH:14]([C:16]1[CH:21]=[CH:20][CH:19]=[CH:18][CH:17]=1)[OH:15], predict the reaction product. The product is: [OH:15][CH:14]([C:16]1[CH:21]=[CH:20][CH:19]=[CH:18][CH:17]=1)[C:13]([NH:1][C:2]1[C:11]2[C:6](=[C:7]([NH:12][C:13](=[O:23])[CH:14]([C:16]3[CH:17]=[CH:18][CH:19]=[CH:20][CH:21]=3)[OH:15])[CH:8]=[CH:9][CH:10]=2)[CH:5]=[CH:4][CH:3]=1)=[O:23].